Dataset: Full USPTO retrosynthesis dataset with 1.9M reactions from patents (1976-2016). Task: Predict the reactants needed to synthesize the given product. (1) Given the product [CH3:18][O:17][C:16]1[CH:15]=[C:14]2[C:9](=[CH:8][C:7]=1[O:6][CH3:5])[CH:10]=[C:11]([C:19]([C:20]1[CH:25]=[CH:24][CH:23]=[CH:22][CH:21]=1)=[O:26])[CH:12]=[CH:13]2, predict the reactants needed to synthesize it. The reactants are: [Cl-].[Al+3].[Cl-].[Cl-].[CH3:5][O:6][C:7]1[C:16]([O:17][CH3:18])=[CH:15][C:14]2[C:9](=[CH:10][CH:11]=[CH:12][CH:13]=2)[CH:8]=1.[C:19](Cl)(=[O:26])[C:20]1[CH:25]=[CH:24][CH:23]=[CH:22][CH:21]=1. (2) Given the product [CH3:26][O:14][C:13](=[O:16])[CH:7]=[CH:6][C:5]1[CH:11]=[CH:12][C:2]([O:24][CH3:25])=[CH:3][CH:4]=1, predict the reactants needed to synthesize it. The reactants are: O[C:2]1[CH:12]=[CH:11][C:5]([CH:6]=[CH:7]C(O)=O)=[CH:4][CH:3]=1.[C:13](=[O:16])([O-])[O-:14].[K+].[K+].S([O:24][CH3:25])(OC)(=O)=O.[CH3:26]C(C)=O. (3) Given the product [F:10][C:11]1[CH:16]=[CH:15][CH:14]=[C:13]([F:17])[C:12]=1[C:2]1[N:3]=[N:4][C:5]([CH3:8])=[CH:6][CH:7]=1, predict the reactants needed to synthesize it. The reactants are: I[C:2]1[N:3]=[N:4][C:5]([CH3:8])=[CH:6][CH:7]=1.[Br-].[F:10][C:11]1[CH:16]=[CH:15][CH:14]=[C:13]([F:17])[C:12]=1[Zn+]. (4) Given the product [CH3:1][N:2]([CH3:44])[C@H:3]1[CH2:8][CH2:7][C@H:6]([C:9]([NH:11][C:12]2[C:16]3[CH:17]=[C:18]([O:21][CH:22]([CH2:27][OH:26])[CH2:23][OH:24])[CH:19]=[CH:20][C:15]=3[O:14][C:13]=2[C:34]([NH:36][C:37]2[CH:42]=[CH:41][C:40]([Cl:43])=[CH:39][N:38]=2)=[O:35])=[O:10])[CH2:5][CH2:4]1, predict the reactants needed to synthesize it. The reactants are: [CH3:1][N:2]([CH3:44])[CH:3]1[CH2:8][CH2:7][CH:6]([C:9]([NH:11][C:12]2[C:16]3[CH:17]=[C:18]([O:21][C@@H:22]4[CH2:27][O:26][C@@H](C5C=CC=CC=5)[O:24][CH2:23]4)[CH:19]=[CH:20][C:15]=3[O:14][C:13]=2[C:34]([NH:36][C:37]2[CH:42]=[CH:41][C:40]([Cl:43])=[CH:39][N:38]=2)=[O:35])=[O:10])[CH2:5][CH2:4]1.Cl.C(=O)([O-])O.[Na+].C(=O)([O-])[O-].[K+].[K+]. (5) Given the product [CH3:24][O:25][C:26]([C:28]1[N:29]=[C:30]([NH:33][C:11](=[O:23])[C:12]2[CH:17]=[C:16]([O:18][CH3:19])[C:15]([O:20][CH3:21])=[CH:14][C:13]=2[OH:22])[S:31][CH:32]=1)=[O:27], predict the reactants needed to synthesize it. The reactants are: [N+](C1C=CC(O[C:11](=[O:23])[C:12]2[CH:17]=[C:16]([O:18][CH3:19])[C:15]([O:20][CH3:21])=[CH:14][C:13]=2[OH:22])=CC=1)([O-])=O.[CH3:24][O:25][C:26]([C:28]1[N:29]=[C:30]([NH2:33])[S:31][CH:32]=1)=[O:27].CO. (6) The reactants are: [C:9](O[C:9]([O:11][C:12]([CH3:15])([CH3:14])[CH3:13])=[O:10])([O:11][C:12]([CH3:15])([CH3:14])[CH3:13])=[O:10].Cl.[F:17][C:18]1[CH:19]=[C:20]([C@@H:29]([C:31]2[C:36]([F:37])=[CH:35][CH:34]=[CH:33][N:32]=2)[NH2:30])[CH:21]=[CH:22][C:23]=1[O:24][C:25]([F:28])([F:27])[F:26].C([O-])(O)=O.[Na+].CCOC(C)=O. Given the product [F:17][C:18]1[CH:19]=[C:20]([C@H:29]([NH:30][C:9](=[O:10])[O:11][C:12]([CH3:13])([CH3:14])[CH3:15])[C:31]2[C:36]([F:37])=[CH:35][CH:34]=[CH:33][N:32]=2)[CH:21]=[CH:22][C:23]=1[O:24][C:25]([F:28])([F:27])[F:26], predict the reactants needed to synthesize it. (7) Given the product [F:21][C:19]([F:20])([F:22])[CH:15]1[NH:16][CH2:17][CH2:18][N:13]([C:6]2[C:7]3[O:11][CH:10]=[CH:9][C:8]=3[CH:12]=[C:4]([NH2:1])[CH:5]=2)[CH2:14]1, predict the reactants needed to synthesize it. The reactants are: [N+:1]([C:4]1[CH:5]=[C:6]([N:13]2[CH2:18][CH2:17][NH:16][CH:15]([C:19]([F:22])([F:21])[F:20])[CH2:14]2)[C:7]2[O:11][CH:10]=[CH:9][C:8]=2[CH:12]=1)([O-])=O.NN. (8) The reactants are: [C:1]([O:5][C:6]([N:8]1[CH2:12][CH2:11][C:10]2([CH2:17][CH2:16][CH2:15][NH:14][C:13]2=[O:18])[CH2:9]1)=[O:7])([CH3:4])([CH3:3])[CH3:2].[H-].[Na+].Br[CH2:22][C:23]1[C:31]2[C:26](=[CH:27][CH:28]=[CH:29][CH:30]=2)[N:25]([S:32]([C:35]2[CH:41]=[CH:40][C:38]([CH3:39])=[CH:37][CH:36]=2)(=[O:34])=[O:33])[CH:24]=1. Given the product [C:1]([O:5][C:6]([N:8]1[CH2:12][CH2:11][C:10]2([CH2:17][CH2:16][CH2:15][N:14]([CH2:22][C:23]3[C:31]4[C:26](=[CH:27][CH:28]=[CH:29][CH:30]=4)[N:25]([S:32]([C:35]4[CH:36]=[CH:37][C:38]([CH3:39])=[CH:40][CH:41]=4)(=[O:34])=[O:33])[CH:24]=3)[C:13]2=[O:18])[CH2:9]1)=[O:7])([CH3:4])([CH3:2])[CH3:3], predict the reactants needed to synthesize it. (9) Given the product [CH:1]1([C:7]2[N:12]=[C:11]([CH3:13])[C:10]([CH:14]=[O:15])=[CH:9][CH:8]=2)[CH2:2][CH2:3][CH2:4][CH2:5][CH2:6]1, predict the reactants needed to synthesize it. The reactants are: [CH:1]1([C:7]2[N:12]=[C:11]([CH3:13])[C:10]([CH2:14][OH:15])=[CH:9][CH:8]=2)[CH2:6][CH2:5][CH2:4][CH2:3][CH2:2]1.C[N+]1([O-])CCOCC1. (10) The reactants are: [Cl:1][C:2]1[C:29]([O:30][CH3:31])=[C:28]([O:32][CH3:33])[C:27]([O:34][CH3:35])=[CH:26][C:3]=1[CH2:4][N:5]1[C:9]2[N:10]=[C:11]([NH2:15])[N:12]=[C:13]([Cl:14])[C:8]=2[C:7](=[CH:16][C:17]2[NH:21][CH:20]=[C:19]([C:22]([OH:24])=O)[CH:18]=2)[C:6]1=[O:25].[CH2:36]([N:38]([CH2:42][CH3:43])[CH2:39][CH2:40][NH2:41])[CH3:37].C(Cl)CCl.CO. Given the product [NH2:15][C:11]1[N:12]=[C:13]([Cl:14])[C:8]2=[C:9]([N:5]([CH2:4][C:3]3[CH:26]=[C:27]([O:34][CH3:35])[C:28]([O:32][CH3:33])=[C:29]([O:30][CH3:31])[C:2]=3[Cl:1])[C:6](=[O:25])/[C:7]/2=[CH:16]\[C:17]2[NH:21][CH:20]=[C:19]([C:22]([NH:41][CH2:40][CH2:39][N:38]([CH2:42][CH3:43])[CH2:36][CH3:37])=[O:24])[CH:18]=2)[N:10]=1, predict the reactants needed to synthesize it.